From a dataset of Full USPTO retrosynthesis dataset with 1.9M reactions from patents (1976-2016). Predict the reactants needed to synthesize the given product. (1) Given the product [CH3:13][N:14]([CH3:15])[C:3]1[CH:8]=[C:7]([CH3:9])[N:6]=[C:5]([C:10]([OH:12])=[O:11])[CH:4]=1, predict the reactants needed to synthesize it. The reactants are: Cl.Br[C:3]1[CH:8]=[C:7]([CH3:9])[N:6]=[C:5]([C:10]([OH:12])=[O:11])[CH:4]=1.[CH3:13][NH:14][CH3:15]. (2) Given the product [CH3:1][O:2][C:3]1[CH:4]=[CH:5][C:6]2[O:10][CH:9]=[C:8]([CH2:11][CH2:12][N:29]3[CH2:30][CH2:31][N:26]([C:24]4[CH:25]=[C:16]([CH3:15])[CH:17]=[C:18]5[C:23]=4[N:22]=[CH:21][CH:20]=[CH:19]5)[CH2:27][CH2:28]3)[C:7]=2[CH:14]=1, predict the reactants needed to synthesize it. The reactants are: [CH3:1][O:2][C:3]1[CH:4]=[CH:5][C:6]2[O:10][CH:9]=[C:8]([CH2:11][CH2:12]I)[C:7]=2[CH:14]=1.[CH3:15][C:16]1[CH:17]=[C:18]2[C:23](=[C:24]([N:26]3[CH2:31][CH2:30][NH:29][CH2:28][CH2:27]3)[CH:25]=1)[N:22]=[CH:21][CH:20]=[CH:19]2. (3) The reactants are: IC1C2C(=O)C3C(=CC=CC=3)NC=2C(C(OC)=O)=CC=1.[I:21][C:22]1[C:23]([C:38]([O:40][CH3:41])=[O:39])=[C:24]([NH:28][C:29]2[CH:37]=[CH:36][CH:35]=[CH:34][C:30]=2[C:31]([OH:33])=O)[CH:25]=[CH:26][CH:27]=1.[K+].[Br-].C(N(CC)CCNC(C1C2NC3C(=CC=CC=3)C(=O)C=2C(I)=CC=1)=O)C.C(N(CC)CCNC(C1NC2C=C(I)C=CC=2N=1)=O)C.IC1C=C2C(=CC=1)N=C(C(OCC)=O)C=C2. Given the product [I:21][C:22]1[CH:27]=[CH:26][C:25]2[C:31](=[O:33])[C:30]3[C:29]([NH:28][C:24]=2[C:23]=1[C:38]([O:40][CH3:41])=[O:39])=[CH:37][CH:36]=[CH:35][CH:34]=3, predict the reactants needed to synthesize it. (4) The reactants are: [CH3:1][C:2]([CH3:18])([CH3:17])[CH2:3][NH:4][C:5]1[CH:12]=[CH:11][C:8]([C:9]#[N:10])=[C:7]([C:13]([F:16])([F:15])[F:14])[CH:6]=1.Br[CH2:20][CH2:21][CH2:22][O:23][Si](C(C)(C)C)(C)C. Given the product [CH3:1][C:2]([CH3:18])([CH3:17])[CH2:3][N:4]([CH2:20][CH2:21][CH2:22][OH:23])[C:5]1[CH:12]=[CH:11][C:8]([C:9]#[N:10])=[C:7]([C:13]([F:14])([F:15])[F:16])[CH:6]=1, predict the reactants needed to synthesize it. (5) Given the product [Cl:1][C:2]1[CH:27]=[CH:26][CH:25]=[CH:24][C:3]=1[C:4]([NH:6][C:7](=[O:23])[NH:8][C:9]1[S:10][C:11]2[CH:17]=[C:16]([S:18]([CH2:21][CH2:22][N:29]([CH3:30])[CH3:28])(=[O:20])=[O:19])[CH:15]=[CH:14][C:12]=2[N:13]=1)=[O:5], predict the reactants needed to synthesize it. The reactants are: [Cl:1][C:2]1[CH:27]=[CH:26][CH:25]=[CH:24][C:3]=1[C:4]([NH:6][C:7](=[O:23])[NH:8][C:9]1[S:10][C:11]2[CH:17]=[C:16]([S:18]([CH:21]=[CH2:22])(=[O:20])=[O:19])[CH:15]=[CH:14][C:12]=2[N:13]=1)=[O:5].[CH3:28][NH:29][CH3:30]. (6) Given the product [OH:4][C@@H:5]1[CH2:6][C@@H:7]2[C:8](=[O:32])[O:9][C:10]3[C@H:11]4[CH2:12][CH2:13][C@H:14]([C@@H:15]([CH2:16][CH2:17][CH2:18][CH:19]([CH3:20])[CH3:21])[CH3:22])[C@@:23]4([CH3:31])[CH2:24][CH2:25][C:26]=3[C@@:27]2([CH3:30])[CH2:28][CH2:29]1, predict the reactants needed to synthesize it. The reactants are: COC[O:4][CH:5]1[CH2:29][CH2:28][C@@:27]2([CH3:30])[CH:7]([C:8](=[O:32])[O:9][C:10]3[C@H:11]4[C@:23]([CH3:31])([CH2:24][CH2:25][C:26]=32)[C@@H:14]([C@H:15]([CH3:22])[CH2:16][CH2:17][CH2:18][CH:19]([CH3:21])[CH3:20])[CH2:13][CH2:12]4)[CH2:6]1.CC1C=CC(S(O)(=O)=O)=CC=1.C(=O)(O)[O-].[Na+]. (7) Given the product [CH:1]1([CH2:6][C@H:7]([N:11]2[CH2:19][C:18]3[C:13](=[CH:14][CH:15]=[CH:16][CH:17]=3)[C:12]2=[O:20])[C:8]([NH:32][C:29]2[CH:30]=[CH:31][N:27]([CH2:26][CH2:25][O:24][CH3:21])[N:28]=2)=[O:10])[CH2:2][CH2:3][CH2:4][CH2:5]1, predict the reactants needed to synthesize it. The reactants are: [CH:1]1([CH2:6][C@H:7]([N:11]2[CH2:19][C:18]3[C:13](=[CH:14][CH:15]=[CH:16][CH:17]=3)[C:12]2=[O:20])[C:8]([OH:10])=O)[CH2:5][CH2:4][CH2:3][CH2:2]1.[CH:21]([O:24][CH2:25][CH2:26][N:27]1[CH:31]=[CH:30][C:29]([NH2:32])=[N:28]1)(C)C.F[P-](F)(F)(F)(F)F.N1(O[P+](N(C)C)(N(C)C)N(C)C)C2C=CC=CC=2N=N1.C(N(CC)C(C)C)(C)C. (8) Given the product [NH:7]1[C:15]2[C:10](=[CH:11][C:12]([CH2:16][CH2:17][C:18]3[N:23]=[CH:22][N:21]=[C:20]([NH:24][C:25]4[CH:30]=[CH:29][C:28]([C:31]([F:33])([F:34])[F:32])=[CH:27][CH:26]=4)[N:19]=3)=[CH:13][CH:14]=2)[CH:9]=[N:8]1, predict the reactants needed to synthesize it. The reactants are: O1CCCCC1[N:7]1[C:15]2[C:10](=[CH:11][C:12]([CH2:16][CH2:17][C:18]3[N:23]=[CH:22][N:21]=[C:20]([NH:24][C:25]4[CH:30]=[CH:29][C:28]([C:31]([F:34])([F:33])[F:32])=[CH:27][CH:26]=4)[N:19]=3)=[CH:13][CH:14]=2)[CH:9]=[N:8]1.C(O)(C(F)(F)F)=O. (9) Given the product [Cl:9][C:10]1[C:11]([O:6][CH2:5][C:4]([F:8])([F:7])[F:3])=[N:12][CH:13]=[C:14]([CH:18]=1)[C:15]([OH:17])=[O:16], predict the reactants needed to synthesize it. The reactants are: [H-].[Na+].[F:3][C:4]([F:8])([F:7])[CH2:5][OH:6].[Cl:9][C:10]1[C:11](Cl)=[N:12][CH:13]=[C:14]([CH:18]=1)[C:15]([OH:17])=[O:16].Cl. (10) Given the product [CH2:1]([O:3][C:4](=[O:26])[CH:5]([O:23][CH2:24][CH3:25])[CH2:6][C:7]1[CH:12]=[CH:11][C:10]([O:13][CH2:14][CH2:15][C:16]2[CH:17]=[CH:18][C:19]([O:22][S:41]([CH2:34][C:35]3[CH:40]=[CH:39][CH:38]=[CH:37][CH:36]=3)(=[O:43])=[O:42])=[CH:20][CH:21]=2)=[CH:9][CH:8]=1)[CH3:2], predict the reactants needed to synthesize it. The reactants are: [CH2:1]([O:3][C:4](=[O:26])[CH:5]([O:23][CH2:24][CH3:25])[CH2:6][C:7]1[CH:12]=[CH:11][C:10]([O:13][CH2:14][CH2:15][C:16]2[CH:21]=[CH:20][C:19]([OH:22])=[CH:18][CH:17]=2)=[CH:9][CH:8]=1)[CH3:2].C(N(CC)CC)C.[CH2:34]([S:41](Cl)(=[O:43])=[O:42])[C:35]1[CH:40]=[CH:39][CH:38]=[CH:37][CH:36]=1.O.